From a dataset of Retrosynthesis with 50K atom-mapped reactions and 10 reaction types from USPTO. Predict the reactants needed to synthesize the given product. (1) Given the product COc1ccc(-c2ccccc2C(SCC(=O)c2ccccc2)C(OC(C)=O)C(N)=O)cc1, predict the reactants needed to synthesize it. The reactants are: CC(=O)Cl.COc1ccc(-c2ccccc2C(SCC(=O)c2ccccc2)C(O)C(N)=O)cc1. (2) Given the product CN1C2CCC1CC(NC(=O)CC1CC3(CCN(C(=O)OC(C)(C)C)CC3)C1)C2, predict the reactants needed to synthesize it. The reactants are: CC(C)(C)OC(=O)N1CCC2(CC1)CC(CC(=O)O)C2.CN1C2CCC1CC(N)C2. (3) The reactants are: CC(C)N=C=O.CCC1CNC(c2ccc(Cl)c(C(F)(F)F)c2)O1. Given the product CCC1CN(C(=O)NC(C)C)C(c2ccc(Cl)c(C(F)(F)F)c2)O1, predict the reactants needed to synthesize it. (4) The reactants are: COc1ccc(-c2ccc(C(C)=O)cc2[N+](=O)[O-])cc1. Given the product CC(=O)c1ccc(-c2ccc(O)cc2)c([N+](=O)[O-])c1, predict the reactants needed to synthesize it. (5) Given the product CCOc1cc(-c2cc(C(F)(F)F)nc(-c3cccc(-c4ccc(N)nc4)c3)n2)ccc1C(F)(F)F, predict the reactants needed to synthesize it. The reactants are: CC1(C)OB(c2ccc(N)nc2)OC1(C)C.CCOc1cc(-c2cc(C(F)(F)F)nc(-c3cccc(Br)c3)n2)ccc1C(F)(F)F.